From a dataset of Forward reaction prediction with 1.9M reactions from USPTO patents (1976-2016). Predict the product of the given reaction. Given the reactants CO[C:3]([C:5]1[N:6]([CH3:24])[N:7]=[C:8]([O:10][CH2:11][C:12]2[C:13]([C:18]3[CH:23]=[CH:22][CH:21]=[CH:20][CH:19]=3)=[N:14][O:15][C:16]=2[CH3:17])[CH:9]=1)=[O:4].[CH:25]([NH2:28])([CH3:27])[CH3:26], predict the reaction product. The product is: [CH:25]([NH:28][C:3]([C:5]1[N:6]([CH3:24])[N:7]=[C:8]([O:10][CH2:11][C:12]2[C:13]([C:18]3[CH:19]=[CH:20][CH:21]=[CH:22][CH:23]=3)=[N:14][O:15][C:16]=2[CH3:17])[CH:9]=1)=[O:4])([CH3:27])[CH3:26].